Dataset: Catalyst prediction with 721,799 reactions and 888 catalyst types from USPTO. Task: Predict which catalyst facilitates the given reaction. (1) Reactant: Cl.Cl.[F:3][C:4]1[CH:5]=[CH:6][CH:7]=[C:8]2[C:12]=1[N:11]([C:13]1[N:17]=[C:16]([CH:18]3[CH2:23][CH2:22][N:21]([CH:24]4[CH2:29][CH2:28][NH:27][CH2:26][CH2:25]4)[CH2:20][CH2:19]3)[O:15][N:14]=1)[N:10]=[C:9]2[CH:30]([CH3:32])[CH3:31].[O:33]1[CH2:36][CH:35]([C:37](O)=[O:38])[CH2:34]1.Cl.C(N=C=NCCCN(C)C)C.ON1C2C=CC=CC=2N=N1. Product: [F:3][C:4]1[CH:5]=[CH:6][CH:7]=[C:8]2[C:12]=1[N:11]([C:13]1[N:17]=[C:16]([CH:18]3[CH2:23][CH2:22][N:21]([CH:24]4[CH2:29][CH2:28][N:27]([C:37]([CH:35]5[CH2:36][O:33][CH2:34]5)=[O:38])[CH2:26][CH2:25]4)[CH2:20][CH2:19]3)[O:15][N:14]=1)[N:10]=[C:9]2[CH:30]([CH3:32])[CH3:31]. The catalyst class is: 842. (2) Reactant: [CH3:1][NH2:2].[C:3]([O:7][C:8]([N:10]1[CH2:15][CH2:14][C:13]([C:18]2[CH:23]=[CH:22][C:21]([Cl:24])=[CH:20][CH:19]=2)([CH:16]=O)[CH2:12][CH2:11]1)=[O:9])([CH3:6])([CH3:5])[CH3:4].[BH4-].[Na+]. Product: [C:3]([O:7][C:8]([N:10]1[CH2:15][CH2:14][C:13]([C:18]2[CH:23]=[CH:22][C:21]([Cl:24])=[CH:20][CH:19]=2)([CH2:16][NH:2][CH3:1])[CH2:12][CH2:11]1)=[O:9])([CH3:6])([CH3:5])[CH3:4]. The catalyst class is: 8. (3) Reactant: [Cl:1][C:2]1[NH:3][C:4]2[C:9]([C:10]=1[CH:11]=[O:12])=[CH:8][CH:7]=[CH:6][CH:5]=2.[H-].[Na+].Br[CH:16]1[CH2:21][CH2:20][CH2:19][CH:18]=[CH:17]1. Product: [Cl:1][C:2]1[N:3]([CH:21]2[CH2:20][CH2:19][CH2:18][CH:17]=[CH:16]2)[C:4]2[C:9]([C:10]=1[CH:11]=[O:12])=[CH:8][CH:7]=[CH:6][CH:5]=2. The catalyst class is: 3. (4) Product: [CH2:14]([O:13][C:11]1[CH:12]=[C:7]([N:26]2[CH2:27][CH2:28][CH2:29][CH2:30][CH:25]2[CH3:24])[N:8]=[CH:9][N:10]=1)[C:15]#[C:16][CH3:17]. Reactant: CN(C)C=O.Cl[C:7]1[CH:12]=[C:11]([O:13][CH2:14][C:15]#[C:16][CH3:17])[N:10]=[CH:9][N:8]=1.C(=O)([O-])[O-].[K+].[K+].[CH3:24][CH:25]1[CH2:30][CH2:29][CH2:28][CH2:27][NH:26]1. The catalyst class is: 13. (5) Reactant: C(OC([N:8]1[CH2:21][CH:20]2[CH:15]([CH2:16][CH2:17][C:18]3([CH3:26])[C:24](=[O:25])[CH2:23][CH2:22][CH:19]32)[C:14]2([CH3:27])[C:9]1=[CH:10][C:11](=[O:28])[CH2:12][CH2:13]2)=O)(C)(C)C.FC(F)(F)C(O)=O.[OH-].[Na+]. Product: [CH3:27][C@:14]12[CH2:13][CH2:12][C:11](=[O:28])[CH:10]=[C:9]1[NH:8][CH2:21][C@@H:20]1[C@@H:15]2[CH2:16][CH2:17][C@:18]2([CH3:26])[C:24](=[O:25])[CH2:23][CH2:22][C@H:19]21. The catalyst class is: 4. (6) The catalyst class is: 2. Product: [CH3:27][O:28][C:29]([CH:31]1[CH2:34][N:33]([CH2:2][C:3]2[CH:26]=[CH:25][C:6]([CH2:7][S:8][C:9]3[CH:14]=[CH:13][C:12]([C:15]4[CH:20]=[CH:19][CH:18]=[CH:17][CH:16]=4)=[C:11]([C:21]([F:24])([F:23])[F:22])[CH:10]=3)=[CH:5][CH:4]=2)[CH2:32]1)=[O:30]. Reactant: Br[CH2:2][C:3]1[CH:26]=[CH:25][C:6]([CH2:7][S:8][C:9]2[CH:14]=[CH:13][C:12]([C:15]3[CH:20]=[CH:19][CH:18]=[CH:17][CH:16]=3)=[C:11]([C:21]([F:24])([F:23])[F:22])[CH:10]=2)=[CH:5][CH:4]=1.[CH3:27][O:28][C:29]([CH:31]1[CH2:34][NH:33][CH2:32]1)=[O:30].CCN(C(C)C)C(C)C.